From a dataset of Reaction yield outcomes from USPTO patents with 853,638 reactions. Predict the reaction yield, written as a fraction of the theoretical maximum amount of product (1.0 means a 100% yield; for example, 0.34 means a 34% yield). (1) The reactants are [N+:1]([C:4]1[CH:9]=[CH:8][CH:7]=[CH:6][C:5]=1[C:10]1[S:14][C:13]([C:15]([O:17]CC)=O)=[N:12][N:11]=1)([O-])=O.CO.[NH3:22]. No catalyst specified. The product is [NH2:1][C:4]1[CH:9]=[CH:8][CH:7]=[CH:6][C:5]=1[C:10]1[S:14][C:13]([C:15]([NH2:22])=[O:17])=[N:12][N:11]=1. The yield is 0.540. (2) The reactants are [H-].[Na+].[Cl:3][C:4]1[CH:20]=[C:19]([C:21]([F:24])([F:23])[F:22])[CH:18]=[CH:17][C:5]=1[CH2:6][N:7]1[C:11]([CH:12]=O)=[CH:10][C:9]([CH:14]([CH3:16])[CH3:15])=[N:8]1.C(OP([CH2:33][C:34]([O:36][CH2:37][CH3:38])=[O:35])(OCC)=O)C.O. The catalyst is CN(C)C=O.O1CCCC1. The product is [Cl:3][C:4]1[CH:20]=[C:19]([C:21]([F:24])([F:22])[F:23])[CH:18]=[CH:17][C:5]=1[CH2:6][N:7]1[C:11](/[CH:12]=[CH:33]/[C:34]([O:36][CH2:37][CH3:38])=[O:35])=[CH:10][C:9]([CH:14]([CH3:16])[CH3:15])=[N:8]1. The yield is 0.290. (3) The reactants are [CH3:1][N:2]1[CH2:11][CH2:10][C@:9]23[C:12]4[C:18]5[CH2:19][C@H:3]1[C@H:4]2[CH2:5][CH2:6][C@H:7]([OH:21])[C@H:8]3[O:14][C:13]=4[C:15]([OH:20])=[CH:16][CH:17]=5.C(C1C=CC=CC=1)(=O)C1C=CC=CC=1.CC(C)([O-])C.[K+]. The catalyst is C1(C)C=CC=CC=1.COCCOC. The product is [OH:20][C:15]1[C:13]2[O:14][C@@H:8]3[C:7](=[O:21])[CH2:6][CH2:5][C@H:4]4[C@:9]53[CH2:10][CH2:11][N:2]([CH3:1])[C@H:3]4[CH2:19][C:18]([C:12]=25)=[CH:17][CH:16]=1. The yield is 0.440. (4) The reactants are [O:1]=[C:2]1[CH2:7][CH2:6][CH:5]([N:8]2[C:13](=[O:14])[C:12]([CH2:15][C:16]3[CH:21]=[CH:20][C:19]([C:22]4[CH:27]=[CH:26][CH:25]=[CH:24][C:23]=4[C:28]4[NH:32][C:31](=[O:33])[O:30][N:29]=4)=[CH:18][CH:17]=3)=[C:11]([CH2:34][CH2:35][CH3:36])[N:10]3[N:37]=[CH:38][N:39]=[C:9]23)[CH2:4][CH2:3]1.C(O[CH:44]([OH:47])[CH2:45]O)(=O)C.CC1C=CC(S(O)(=O)=O)=CC=1.[C:59](=O)([O-])[OH:60].[Na+]. The catalyst is C1(C)C=CC=CC=1. The product is [OH:60][CH2:59][CH:45]1[CH2:44][O:47][C:2]2([CH2:7][CH2:6][CH:5]([N:8]3[C:13](=[O:14])[C:12]([CH2:15][C:16]4[CH:17]=[CH:18][C:19]([C:22]5[CH:27]=[CH:26][CH:25]=[CH:24][C:23]=5[C:28]5[NH:32][C:31](=[O:33])[O:30][N:29]=5)=[CH:20][CH:21]=4)=[C:11]([CH2:34][CH2:35][CH3:36])[N:10]4[N:37]=[CH:38][N:39]=[C:9]34)[CH2:4][CH2:3]2)[O:1]1. The yield is 0.230.